Regression. Given a peptide amino acid sequence and an MHC pseudo amino acid sequence, predict their binding affinity value. This is MHC class II binding data. From a dataset of Peptide-MHC class II binding affinity with 134,281 pairs from IEDB. (1) The peptide sequence is PNITATYGDKWLDAK. The MHC is DRB1_1001 with pseudo-sequence DRB1_1001. The binding affinity (normalized) is 0.208. (2) The peptide sequence is THDMCPDVMSAGESKHGL. The MHC is DRB1_1301 with pseudo-sequence DRB1_1301. The binding affinity (normalized) is 0. (3) The peptide sequence is PSFAGLRPTFDTRLM. The binding affinity (normalized) is 0.428. The MHC is HLA-DQA10501-DQB10301 with pseudo-sequence HLA-DQA10501-DQB10301. (4) The peptide sequence is KKLVSGWNSITVMPLLC. The MHC is DRB1_0404 with pseudo-sequence DRB1_0404. The binding affinity (normalized) is 0.750. (5) The peptide sequence is AFKVAATAALAAPAN. The MHC is DRB1_0401 with pseudo-sequence DRB1_0401. The binding affinity (normalized) is 0.415. (6) The peptide sequence is SHLVRSWVTAGEIHA. The MHC is HLA-DQA10201-DQB10301 with pseudo-sequence HLA-DQA10201-DQB10301. The binding affinity (normalized) is 0.671. (7) The peptide sequence is KPNDFMPTFAKAMEK. The MHC is HLA-DPA10201-DPB10101 with pseudo-sequence HLA-DPA10201-DPB10101. The binding affinity (normalized) is 0.454. (8) The peptide sequence is NGSMRVFVDVIRALD. The MHC is HLA-DQA10102-DQB10602 with pseudo-sequence HLA-DQA10102-DQB10602. The binding affinity (normalized) is 0.464. (9) The peptide sequence is QMATTLPVQRHPRSL. The MHC is HLA-DPA10103-DPB10301 with pseudo-sequence HLA-DPA10103-DPB10301. The binding affinity (normalized) is 0.685. (10) The peptide sequence is LTSYLGLTQPFLGLC. The MHC is DRB1_0801 with pseudo-sequence DRB1_0801. The binding affinity (normalized) is 0.644.